This data is from NCI-60 drug combinations with 297,098 pairs across 59 cell lines. The task is: Regression. Given two drug SMILES strings and cell line genomic features, predict the synergy score measuring deviation from expected non-interaction effect. Drug 1: C1CN1P(=S)(N2CC2)N3CC3. Drug 2: CCC(=C(C1=CC=CC=C1)C2=CC=C(C=C2)OCCN(C)C)C3=CC=CC=C3.C(C(=O)O)C(CC(=O)O)(C(=O)O)O. Cell line: EKVX. Synergy scores: CSS=4.76, Synergy_ZIP=1.20, Synergy_Bliss=5.53, Synergy_Loewe=0.218, Synergy_HSA=2.91.